Dataset: Forward reaction prediction with 1.9M reactions from USPTO patents (1976-2016). Task: Predict the product of the given reaction. (1) The product is: [NH2:32][C:11]1[N:12]=[C:13]([N:15]2[CH:24]([CH3:25])[CH2:23][C:22]3[C:17](=[CH:18][C:19]([CH:26]4[CH2:27][CH2:28][N:29]([C:34]([O:36][CH:37]([CH3:39])[CH3:38])=[O:35])[CH2:30][CH2:31]4)=[CH:20][CH:21]=3)[CH2:16]2)[CH:14]=[C:9]([N:6]2[CH2:7][CH2:8][N:3]([CH3:2])[CH2:4][CH2:5]2)[N:10]=1. Given the reactants Cl.[CH3:2][N:3]1[CH2:8][CH2:7][N:6]([C:9]2[CH:14]=[C:13]([N:15]3[CH:24]([CH3:25])[CH2:23][C:22]4[C:17](=[CH:18][C:19]([CH:26]5[CH2:31][CH2:30][NH:29][CH2:28][CH2:27]5)=[CH:20][CH:21]=4)[CH2:16]3)[N:12]=[C:11]([NH2:32])[N:10]=2)[CH2:5][CH2:4]1.Cl[C:34]([O:36][CH:37]([CH3:39])[CH3:38])=[O:35], predict the reaction product. (2) Given the reactants [F:1][C:2]1[CH:10]=[CH:9][C:5]([C:6]([OH:8])=O)=[CH:4][CH:3]=1.CN(C(ON1N=NC2C=CC=NC1=2)=[N+](C)C)C.F[P-](F)(F)(F)(F)F.C(N(C(C)C)C(C)C)C.[CH3:44][O:45][C:46]1[C:51]2[N:52]=[C:53]([NH2:55])[S:54][C:50]=2[C:49]([N:56]([CH2:58][CH2:59][O:60][CH3:61])[CH3:57])=[CH:48][CH:47]=1.Cl, predict the reaction product. The product is: [F:1][C:2]1[CH:3]=[CH:4][C:5]([C:6]([NH:55][C:53]2[S:54][C:50]3[C:49]([N:56]([CH2:58][CH2:59][O:60][CH3:61])[CH3:57])=[CH:48][CH:47]=[C:46]([O:45][CH3:44])[C:51]=3[N:52]=2)=[O:8])=[CH:9][CH:10]=1. (3) Given the reactants O=C1CCC(=O)N1[O:8][C:9](=O)[CH2:10][C:11]#[N:12].[CH3:14][N:15]([C@@H:33]1[CH2:38][CH2:37][CH2:36][NH:35][CH2:34]1)[C:16]1[CH:21]=[CH:20][N:19]=[C:18]([C:22]2[N:26]3[CH:27]=[C:28]([C:31]#[N:32])[CH:29]=[CH:30][C:25]3=[N:24][CH:23]=2)[N:17]=1, predict the reaction product. The product is: [C:11]([CH2:10][C:9]([N:35]1[CH2:36][CH2:37][CH2:38][C@@H:33]([N:15]([CH3:14])[C:16]2[CH:21]=[CH:20][N:19]=[C:18]([C:22]3[N:26]4[CH:27]=[C:28]([C:31]#[N:32])[CH:29]=[CH:30][C:25]4=[N:24][CH:23]=3)[N:17]=2)[CH2:34]1)=[O:8])#[N:12]. (4) Given the reactants [F:1][C:2]1([F:27])[C:10]2[C:5](=[CH:6][CH:7]=[CH:8][C:9]=2[C@@H:11]([OH:13])[CH3:12])[N:4]([CH2:14][C:15]2[NH:16][C:17](=[O:25])[C:18]3[C:23]([CH:24]=2)=[CH:22][CH:21]=[CH:20][CH:19]=3)[C:3]1=[O:26].IC.[C:30](=O)([O-])[O-].[K+].[K+], predict the reaction product. The product is: [F:27][C:2]1([F:1])[C:10]2[C:5](=[CH:6][CH:7]=[CH:8][C:9]=2[C@@H:11]([OH:13])[CH3:12])[N:4]([CH2:14][C:15]2[N:16]([CH3:30])[C:17](=[O:25])[C:18]3[C:23]([CH:24]=2)=[CH:22][CH:21]=[CH:20][CH:19]=3)[C:3]1=[O:26].